From a dataset of Full USPTO retrosynthesis dataset with 1.9M reactions from patents (1976-2016). Predict the reactants needed to synthesize the given product. (1) Given the product [CH2:56]([O:55][C@@H:23]1[C@:22]([CH3:64])([OH:63])[CH2:21][C@@H:20]([CH2:19][OH:18])[O:25][C@H:24]1[N:26]1[C:38]2[C:37]3[NH:39][C:40]4[CH:41]=[C:42]([F:47])[C:43]([F:46])=[CH:44][C:45]=4[C:36]=3[C:35]3[C:48](=[O:52])[NH:49][C:50](=[O:51])[C:34]=3[C:33]=2[C:32]2[C:27]1=[CH:28][C:29]([F:54])=[C:30]([F:53])[CH:31]=2)[C:57]1[CH:58]=[CH:59][CH:60]=[CH:61][CH:62]=1, predict the reactants needed to synthesize it. The reactants are: [Si]([O:18][CH2:19][C@H:20]1[O:25][C@@H:24]([N:26]2[C:38]3[C:37]4[NH:39][C:40]5[CH:41]=[C:42]([F:47])[C:43]([F:46])=[CH:44][C:45]=5[C:36]=4[C:35]4[C:48](=[O:52])[NH:49][C:50](=[O:51])[C:34]=4[C:33]=3[C:32]3[C:27]2=[CH:28][C:29]([F:54])=[C:30]([F:53])[CH:31]=3)[C@H:23]([O:55][CH2:56][C:57]2[CH:62]=[CH:61][CH:60]=[CH:59][CH:58]=2)[C@@:22]([CH3:64])([OH:63])[CH2:21]1)(C(C)(C)C)(C1C=CC=CC=1)C1C=CC=CC=1.[Si](OC[C@H]1O[C@@H](N2C3C4NC5C=C(F)C(F)=CC=5C=4C4C(=O)NC(=O)C=4C=3C3C2=CC(F)=C(F)C=3)[C@H](OCC2C=CC=CC=2)[C@](C)(O)C1)(C(C)(C)C)(C1C=CC=CC=1)C1C=CC=CC=1. (2) Given the product [OH:41][C@H:37]([CH2:36][C:31]1[CH:32]=[CH:33][CH:34]=[CH:35][C:30]=1[N+:27]([O-:29])=[O:28])[C:38]([OH:40])=[O:39], predict the reactants needed to synthesize it. The reactants are: CC1C=CC(S(N[C@@H]([C@H](N)C2C=CC=CC=2)C2C=CC=CC=2)(=O)=O)=CC=1.[N+:27]([C:30]1[CH:35]=[CH:34][CH:33]=[CH:32][C:31]=1[CH2:36][C:37](=[O:41])[C:38]([OH:40])=[O:39])([O-:29])=[O:28].C(N(CC)CC)C.C(O)=O. (3) Given the product [F:29][C:23]1[CH:24]=[CH:25][CH:26]=[C:27]([F:28])[C:22]=1[C:21]([NH:20][C:16]1[CH:17]=[CH:18][CH:19]=[C:14]([C:9]2[N:10]=[C:11]([CH3:13])[S:12][C:8]=2[C:6]2[CH:5]=[CH:4][N:3]=[C:2]([NH:43][C:39]3[CH:40]=[CH:41][CH:42]=[C:37]([CH2:36][N:31]4[CH2:32][CH2:33][CH2:34][CH2:35]4)[CH:38]=3)[N:7]=2)[CH:15]=1)=[O:30], predict the reactants needed to synthesize it. The reactants are: Cl[C:2]1[N:7]=[C:6]([C:8]2[S:12][C:11]([CH3:13])=[N:10][C:9]=2[C:14]2[CH:15]=[C:16]([NH:20][C:21](=[O:30])[C:22]3[C:27]([F:28])=[CH:26][CH:25]=[CH:24][C:23]=3[F:29])[CH:17]=[CH:18][CH:19]=2)[CH:5]=[CH:4][N:3]=1.[N:31]1([CH2:36][C:37]2[CH:38]=[C:39]([NH2:43])[CH:40]=[CH:41][CH:42]=2)[CH2:35][CH2:34][CH2:33][CH2:32]1. (4) Given the product [Cl:15][CH2:14][C:11]1[N:10]=[N:9][C:8]([C:3]2[C:2]([F:1])=[CH:7][CH:6]=[CH:5][N:4]=2)=[CH:13][CH:12]=1, predict the reactants needed to synthesize it. The reactants are: [F:1][C:2]1[C:3]([C:8]2[N:9]=[N:10][C:11]([CH3:14])=[CH:12][CH:13]=2)=[N:4][CH:5]=[CH:6][CH:7]=1.[Cl:15]N1C(=O)N(Cl)C(=O)N(Cl)C1=O.